This data is from Forward reaction prediction with 1.9M reactions from USPTO patents (1976-2016). The task is: Predict the product of the given reaction. (1) Given the reactants [NH2:1][C:2]1[CH:6]=[CH:5][S:4][C:3]=1[C:7]([O:9][CH3:10])=[O:8].[C:11]([C:15]1[CH:20]=[CH:19][C:18]([S:21](Cl)(=[O:23])=[O:22])=[CH:17][CH:16]=1)([CH3:14])([CH3:13])[CH3:12].N1C=CC=CC=1, predict the reaction product. The product is: [C:11]([C:15]1[CH:20]=[CH:19][C:18]([S:21]([NH:1][C:2]2[CH:6]=[CH:5][S:4][C:3]=2[C:7]([O:9][CH3:10])=[O:8])(=[O:23])=[O:22])=[CH:17][CH:16]=1)([CH3:14])([CH3:12])[CH3:13]. (2) Given the reactants [CH2:1]([O:3][C:4](=[O:12])[C:5]1[CH:10]=[CH:9][CH:8]=[C:7](Br)[CH:6]=1)[CH3:2].[CH2:13]([O:20][CH2:21][N:22]1[N:26]=[N:25][C:24]([Sn](CCCC)(CCCC)CCCC)=[N:23]1)[C:14]1[CH:19]=[CH:18][CH:17]=[CH:16][CH:15]=1, predict the reaction product. The product is: [CH2:13]([O:20][CH2:21][N:22]1[N:26]=[N:25][C:24]([C:7]2[CH:6]=[C:5]([CH:10]=[CH:9][CH:8]=2)[C:4]([O:3][CH2:1][CH3:2])=[O:12])=[N:23]1)[C:14]1[CH:15]=[CH:16][CH:17]=[CH:18][CH:19]=1. (3) Given the reactants C(OC(=O)[N:7]([C:16]1[S:17][C@:18]2([CH2:33][C:34]#[N:35])[C@H:20]([C@:21]([C:25]3[CH:30]=[C:29]([Br:31])[CH:28]=[CH:27][C:26]=3[F:32])([CH2:23][F:24])[N:22]=1)[CH2:19]2)COCC[Si](C)(C)C)(C)(C)C.S(=O)(=O)(O)O.[OH-].[Na+], predict the reaction product. The product is: [NH2:7][C:16]1[S:17][C@:18]2([CH2:33][C:34]#[N:35])[C@H:20]([C@:21]([C:25]3[CH:30]=[C:29]([Br:31])[CH:28]=[CH:27][C:26]=3[F:32])([CH2:23][F:24])[N:22]=1)[CH2:19]2. (4) Given the reactants [C:1](N1C=CC=CC1=O)(N1C=CC=CC1=O)=[S:2].[CH3:17][O:18][C:19]1[N:24]=[CH:23][C:22]([C:25]2[CH:30]=[C:29]([NH2:31])[N:28]=[CH:27][N:26]=2)=[CH:21][N:20]=1, predict the reaction product. The product is: [N:31]([C:29]1[N:28]=[CH:27][N:26]=[C:25]([C:22]2[CH:21]=[N:20][C:19]([O:18][CH3:17])=[N:24][CH:23]=2)[CH:30]=1)=[C:1]=[S:2]. (5) Given the reactants [C:1](#[N:10])[CH:2]=[CH:3][C:4]1[CH:9]=[CH:8][CH:7]=[CH:6][CH:5]=1.[CH3:11][C:12]1[NH:16][N:15]=[C:14]([NH2:17])[CH:13]=1.[CH3:18][O:19][CH2:20][CH2:21][NH2:22], predict the reaction product. The product is: [CH3:18][O:19][CH2:20][CH2:21][NH:22][C:3]1[CH:2]=[C:1]([NH:17][C:14]2[CH:13]=[C:12]([CH3:11])[NH:16][N:15]=2)[N:10]=[C:1]([CH:2]=[CH:3][C:4]2[CH:9]=[CH:8][CH:7]=[CH:6][CH:5]=2)[N:10]=1. (6) Given the reactants ClC(Cl)(Cl)[C:3]([C:5]1[N:14]2[C:8]([CH2:9][N:10]([C:19]([C:21]3[CH:26]=[CH:25][C:24]([C:27]4[CH:32]=[CH:31][CH:30]=[CH:29][C:28]=4[O:33][CH3:34])=[CH:23][CH:22]=3)=[O:20])[C:11]3[CH:18]=[CH:17][CH:16]=[CH:15][C:12]=3[CH2:13]2)=[CH:7][CH:6]=1)=[O:4].[Br:37][C:38]1[CH:39]=[C:40]([CH2:44][NH2:45])[CH:41]=[N:42][CH:43]=1.C(N(CC)CC)C.CS(C)=O, predict the reaction product. The product is: [Br:37][C:38]1[CH:39]=[C:40]([CH2:44][NH:45][C:3]([C:5]2[N:14]3[C:8]([CH2:9][N:10]([C:19]([C:21]4[CH:22]=[CH:23][C:24]([C:27]5[CH:32]=[CH:31][CH:30]=[CH:29][C:28]=5[O:33][CH3:34])=[CH:25][CH:26]=4)=[O:20])[C:11]4[CH:18]=[CH:17][CH:16]=[CH:15][C:12]=4[CH2:13]3)=[CH:7][CH:6]=2)=[O:4])[CH:41]=[N:42][CH:43]=1.